Dataset: Full USPTO retrosynthesis dataset with 1.9M reactions from patents (1976-2016). Task: Predict the reactants needed to synthesize the given product. (1) Given the product [O:37]=[C:15]1[C:16]([C:20]2[CH:25]=[CH:24][C:23]([NH:26][C:27]([NH:29][C:30]3[CH:35]=[CH:34][CH:33]=[CH:32][C:31]=3[CH3:36])=[O:28])=[CH:22][CH:21]=2)=[CH:17][CH:18]=[CH:19][N:14]1[CH2:13][C:10]1[CH:11]=[CH:12][C:7]([CH2:6][CH2:5][C:4]([OH:38])=[O:3])=[CH:8][CH:9]=1, predict the reactants needed to synthesize it. The reactants are: C([O:3][C:4](=[O:38])[CH2:5][CH2:6][C:7]1[CH:12]=[CH:11][C:10]([CH2:13][N:14]2[CH:19]=[CH:18][CH:17]=[C:16]([C:20]3[CH:25]=[CH:24][C:23]([NH:26][C:27]([NH:29][C:30]4[CH:35]=[CH:34][CH:33]=[CH:32][C:31]=4[CH3:36])=[O:28])=[CH:22][CH:21]=3)[C:15]2=[O:37])=[CH:9][CH:8]=1)C.[OH-].[Li+].Cl. (2) Given the product [ClH:1].[Cl:1][C:2]1[CH:7]=[C:6]([N+:8]([O-:10])=[O:9])[CH:5]=[CH:4][C:3]=1[CH2:11][CH2:12][NH:13][CH2:14][C:15]1[CH:16]=[CH:17][C:18]([F:21])=[CH:19][CH:20]=1, predict the reactants needed to synthesize it. The reactants are: [Cl:1][C:2]1[CH:7]=[C:6]([N+:8]([O-:10])=[O:9])[CH:5]=[CH:4][C:3]=1[CH2:11][CH2:12][NH:13][CH2:14][C:15]1[CH:20]=[CH:19][C:18]([F:21])=[CH:17][CH:16]=1.Cl.O1CCOCC1.